This data is from Reaction yield outcomes from USPTO patents with 853,638 reactions. The task is: Predict the reaction yield, written as a fraction of the theoretical maximum amount of product (1.0 means a 100% yield; for example, 0.34 means a 34% yield). (1) The reactants are [CH3:1][O:2][C:3]1[CH:8]=[CH:7][C:6]([CH:9](C(OCC)=O)[C:10]([O:12]CC)=[O:11])=[C:5]([N+:20]([O-:22])=[O:21])[CH:4]=1. The catalyst is Cl. The product is [CH3:1][O:2][C:3]1[CH:8]=[CH:7][C:6]([CH2:9][C:10]([OH:12])=[O:11])=[C:5]([N+:20]([O-:22])=[O:21])[CH:4]=1. The yield is 0.820. (2) The reactants are [C:1]([O:5][C:6](=[O:18])[NH:7][CH2:8][CH2:9][C:10]1[CH:15]=[CH:14][C:13]([CH2:16][OH:17])=[CH:12][CH:11]=1)([CH3:4])([CH3:3])[CH3:2]. The catalyst is C(Cl)Cl.O=[Mn]=O. The product is [C:1]([O:5][C:6](=[O:18])[NH:7][CH2:8][CH2:9][C:10]1[CH:15]=[CH:14][C:13]([CH:16]=[O:17])=[CH:12][CH:11]=1)([CH3:4])([CH3:2])[CH3:3]. The yield is 0.880. (3) The reactants are [OH:1][C:2]1[CH:3]=[CH:4][C:5]([C:8]([NH:10][CH3:11])=[O:9])=[N:6][CH:7]=1.[CH2:12](O)[CH2:13][CH2:14][OH:15].C1(P(C2C=CC=CC=2)C2C=CC=CC=2)C=CC=CC=1.CN(C)C=O.N(C(OC(C)C)=O)=NC(OC(C)C)=O. No catalyst specified. The product is [OH:15][CH2:14][CH2:13][CH2:12][O:1][C:2]1[CH:3]=[CH:4][C:5]([C:8]([NH:10][CH3:11])=[O:9])=[N:6][CH:7]=1. The yield is 0.800. (4) The reactants are [S:1]1[CH:5]=[CH:4][N:3]=[C:2]1[C:6]1[CH:13]=[CH:12][C:9]([CH:10]=[O:11])=[CH:8][CH:7]=1.C1(P(C2CCCCC2)C2CCCCC2)CCCCC1.C(O)(=O)C(C)(C)C.C(=O)([O-])[O-].[K+].[K+].Br[C:47]1[CH:52]=[CH:51][C:50]([O:53][CH2:54][CH2:55][CH2:56][CH2:57][CH2:58][CH2:59][CH3:60])=[CH:49][CH:48]=1. The catalyst is CC(N(C)C)=O.C([O-])(=O)C.[Pd+2].C([O-])(=O)C. The product is [CH2:54]([O:53][C:50]1[CH:49]=[CH:48][C:47]([C:5]2[S:1][C:2]([C:6]3[CH:7]=[CH:8][C:9]([CH:10]=[O:11])=[CH:12][CH:13]=3)=[N:3][CH:4]=2)=[CH:52][CH:51]=1)[CH2:55][CH2:56][CH2:57][CH2:58][CH2:59][CH3:60]. The yield is 0.370. (5) The yield is 0.920. The product is [Br:1][C:2]1[CH:3]=[C:4]([CH:5]=[CH:6][CH:7]=1)[O:8][CH2:25][CH2:24][NH:23][C:22](=[O:27])[O:21][C:17]([CH3:20])([CH3:19])[CH3:18]. The reactants are [Br:1][C:2]1[CH:3]=[C:4]([OH:8])[CH:5]=[CH:6][CH:7]=1.C(=O)([O-])[O-].[K+].[K+].[I-].[K+].[C:17]([O:21][C:22](=[O:27])[NH:23][CH2:24][CH2:25]Br)([CH3:20])([CH3:19])[CH3:18]. The catalyst is CN(C=O)C. (6) The reactants are Br[C:2]1[CH:3]=[C:4]2[C:8](=[C:9]([C:11]([NH2:13])=[O:12])[CH:10]=1)[NH:7][CH:6]=[C:5]2[CH:14]1[CH2:18][CH2:17][S:16](=[O:20])(=[O:19])[CH2:15]1.[S:21]1[CH:25]=[CH:24][CH:23]=[C:22]1B(O)O.C(=O)([O-])[O-].[K+].[K+]. The catalyst is O1CCOCC1.O.C1C=CC(P(C2C=CC=CC=2)[C-]2C=CC=C2)=CC=1.C1C=CC(P(C2C=CC=CC=2)[C-]2C=CC=C2)=CC=1.Cl[Pd]Cl.[Fe+2]. The product is [O:19]=[S:16]1(=[O:20])[CH2:17][CH2:18][CH:14]([C:5]2[C:4]3[C:8](=[C:9]([C:11]([NH2:13])=[O:12])[CH:10]=[C:2]([C:22]4[S:21][CH:25]=[CH:24][CH:23]=4)[CH:3]=3)[NH:7][CH:6]=2)[CH2:15]1. The yield is 0.360. (7) The reactants are C(OC([N:8]1[CH2:13][CH2:12][CH:11]([C:14]2[C:15]3[S:26][CH:25]=[CH:24][C:16]=3[N:17]([CH2:19][C:20]([F:23])([F:22])[F:21])[N:18]=2)[CH2:10][CH2:9]1)=O)(C)(C)C.[ClH:27]. No catalyst specified. The product is [ClH:27].[NH:8]1[CH2:9][CH2:10][CH:11]([C:14]2[C:15]3[S:26][CH:25]=[CH:24][C:16]=3[N:17]([CH2:19][C:20]([F:23])([F:22])[F:21])[N:18]=2)[CH2:12][CH2:13]1. The yield is 0.740.